From a dataset of Catalyst prediction with 721,799 reactions and 888 catalyst types from USPTO. Predict which catalyst facilitates the given reaction. (1) Reactant: [C:1]([C:4]1[N:9]=[C:8]([NH:10][C:11](=[O:17])[O:12][C:13]([CH3:16])([CH3:15])[CH3:14])[CH:7]=[CH:6][CH:5]=1)(=O)[NH2:2].C(N(CC)CC)C.FC(F)(F)C(OC(=O)C(F)(F)F)=O. Product: [C:1]([C:4]1[N:9]=[C:8]([NH:10][C:11](=[O:17])[O:12][C:13]([CH3:15])([CH3:14])[CH3:16])[CH:7]=[CH:6][CH:5]=1)#[N:2]. The catalyst class is: 4. (2) Reactant: [S:1]1[N:5]=[CH:4][C:3]([NH:6][C:7](=[O:13])[O:8][C:9]([CH3:12])([CH3:11])[CH3:10])=[N:2]1.[H-].[Na+].CS(O[CH2:21][C@@H:22]1[O:26][C:25](=[O:27])[N:24]([C:28]2[CH:33]=[CH:32][C:31]([I:34])=[C:30]([F:35])[CH:29]=2)[CH2:23]1)(=O)=O. Product: [F:35][C:30]1[CH:29]=[C:28]([N:24]2[CH2:23][C@H:22]([CH2:21][N:6]([C:3]3[CH:4]=[N:5][S:1][N:2]=3)[C:7](=[O:13])[O:8][C:9]([CH3:10])([CH3:12])[CH3:11])[O:26][C:25]2=[O:27])[CH:33]=[CH:32][C:31]=1[I:34]. The catalyst class is: 3. (3) Product: [NH2:1][C:2]1[O:6][N:5]=[C:4]([C:7]2[CH:12]=[CH:11][CH:10]=[CH:9][C:8]=2[F:13])[C:3]=1[C:14]([N:39]1[CH2:38][CH2:37][N:36]([C:33]2[CH:32]=[CH:31][C:30]([F:29])=[CH:35][CH:34]=2)[CH2:41][CH2:40]1)=[O:16]. The catalyst class is: 4. Reactant: [NH2:1][C:2]1[O:6][N:5]=[C:4]([C:7]2[CH:12]=[CH:11][CH:10]=[CH:9][C:8]=2[F:13])[C:3]=1[C:14]([OH:16])=O.Cl.C(N=C=NCCCN(C)C)C.[F:29][C:30]1[CH:35]=[CH:34][C:33]([N:36]2[CH2:41][CH2:40][NH:39][CH2:38][CH2:37]2)=[CH:32][CH:31]=1. (4) Reactant: [C:1]([C:3]1([NH:7][C:8]2[CH:17]=[CH:16][C:11]([C:12]([NH:14][CH3:15])=[O:13])=[C:10]([F:18])[CH:9]=2)[CH2:6][CH2:5][CH2:4]1)#N.[Cl:19][C:20]1[CH:21]=[C:22]([CH:25]=[CH:26][C:27]=1[N:28]=[C:29]=[S:30])[C:23]#[N:24].C([OH:33])C.Cl. Product: [Cl:19][C:20]1[CH:21]=[C:22]([C:23]#[N:24])[CH:25]=[CH:26][C:27]=1[N:28]1[C:1](=[O:33])[C:3]2([CH2:6][CH2:5][CH2:4]2)[N:7]([C:8]2[CH:17]=[CH:16][C:11]([C:12]([NH:14][CH3:15])=[O:13])=[C:10]([F:18])[CH:9]=2)[C:29]1=[S:30]. The catalyst class is: 18. (5) Reactant: [C:1]([C:5]1[CH:9]=[C:8]([NH:10][C:11]([NH:13][C@@H:14]2[C:23]3[C:18](=[CH:19][CH:20]=[CH:21][CH:22]=3)[C@H:17]([O:24][C:25]3[CH:26]=[CH:27][C:28]4[N:29]([C:31]([N:34]5[CH2:39][CH2:38][CH2:37][CH2:36][C@@H:35]5[CH3:40])=[N:32][N:33]=4)[CH:30]=3)[CH2:16][CH2:15]2)=[O:12])[N:7]([C:41]2[CH:42]=[C:43]([CH:52]=[CH:53][CH:54]=2)[O:44][CH2:45][CH2:46]OS(C)(=O)=O)[N:6]=1)([CH3:4])([CH3:3])[CH3:2].[NH:55]1[CH2:60][CH2:59][O:58][CH2:57][CH2:56]1. Product: [C:1]([C:5]1[CH:9]=[C:8]([NH:10][C:11]([NH:13][C@@H:14]2[C:23]3[C:18](=[CH:19][CH:20]=[CH:21][CH:22]=3)[C@H:17]([O:24][C:25]3[CH:26]=[CH:27][C:28]4[N:29]([C:31]([N:34]5[CH2:39][CH2:38][CH2:37][CH2:36][C@@H:35]5[CH3:40])=[N:32][N:33]=4)[CH:30]=3)[CH2:16][CH2:15]2)=[O:12])[N:7]([C:41]2[CH:54]=[CH:53][CH:52]=[C:43]([O:44][CH2:45][CH2:46][N:55]3[CH2:60][CH2:59][O:58][CH2:57][CH2:56]3)[CH:42]=2)[N:6]=1)([CH3:2])([CH3:3])[CH3:4]. The catalyst class is: 1. (6) Reactant: B.[F:2][C:3]1[CH:4]=[C:5]2[C:9](=[CH:10][CH:11]=1)[NH:8][C:7](=O)[CH:6]2[CH3:13].CO.Cl. Product: [F:2][C:3]1[CH:4]=[C:5]2[C:9](=[CH:10][CH:11]=1)[NH:8][CH2:7][CH:6]2[CH3:13]. The catalyst class is: 1. (7) Reactant: [OH:1][C:2]1[CH:11]=[C:10]2[C:5]([CH2:6][CH2:7][C:8](=[O:12])[NH:9]2)=[CH:4][CH:3]=1.C(=O)([O-])[O-].[K+].[K+].[Cl:19][CH2:20]/[CH:21]=[CH:22]\[CH2:23]Cl.CN(C)C=O. The catalyst class is: 6. Product: [Cl:19][CH2:20]/[CH:21]=[CH:22]\[CH2:23][O:1][C:2]1[CH:11]=[C:10]2[C:5]([CH2:6][CH2:7][C:8](=[O:12])[NH:9]2)=[CH:4][CH:3]=1. (8) Reactant: [C:1]([O:5][C:6]([NH:8][C@@H:9]([CH2:19][CH2:20][S:21][CH3:22])[CH2:10][NH:11][C:12]1[CH:17]=[CH:16][CH:15]=[C:14]([Cl:18])[CH:13]=1)=[O:7])([CH3:4])([CH3:3])[CH3:2].C(=O)(O)[O-].[Na+].Cl[CH2:29][C:30](Cl)=[O:31].C(=O)([O-])[O-].[Cs+].[Cs+]. Product: [C:1]([O:5][C:6]([N:8]1[C@@H:9]([CH2:19][CH2:20][S:21][CH3:22])[CH2:10][N:11]([C:12]2[CH:17]=[CH:16][CH:15]=[C:14]([Cl:18])[CH:13]=2)[C:30](=[O:31])[CH2:29]1)=[O:7])([CH3:4])([CH3:3])[CH3:2]. The catalyst class is: 13.